This data is from Ames mutagenicity test results for genotoxicity prediction. The task is: Regression/Classification. Given a drug SMILES string, predict its toxicity properties. Task type varies by dataset: regression for continuous values (e.g., LD50, hERG inhibition percentage) or binary classification for toxic/non-toxic outcomes (e.g., AMES mutagenicity, cardiotoxicity, hepatotoxicity). Dataset: ames. The compound is COc1ccc2nc3occc3c(OC)c2c1. The result is 1 (mutagenic).